From a dataset of Forward reaction prediction with 1.9M reactions from USPTO patents (1976-2016). Predict the product of the given reaction. (1) Given the reactants C(O[C:4]([C:6]1[CH:7]=[C:8]2[C:12](=[CH:13][CH:14]=1)[NH:11][N:10]=[C:9]2[C:15]1[CH:24]=[CH:23][C:22]2[C:17](=[CH:18][CH:19]=[C:20]([O:25][CH:26](C)[CH:27]3[CH2:32][CH2:31][CH2:30][CH2:29][NH:28]3)[CH:21]=2)[CH:16]=1)=[NH:5])C.[CH3:34][C:35]([CH3:42])([CH3:41])[CH2:36][C:37]([NH:39][NH2:40])=O.[CH2:43](N(CC)CC)C, predict the reaction product. The product is: [CH3:34][C:35]([CH3:42])([CH3:41])[CH2:36][C:37]1[NH:5][C:4]([C:6]2[CH:7]=[C:8]3[C:12](=[CH:13][CH:14]=2)[NH:11][N:10]=[C:9]3[C:15]2[CH:24]=[CH:23][C:22]3[C:17](=[CH:18][CH:19]=[C:20]([O:25][CH2:26][CH:27]4[CH2:32][CH2:31][CH2:30][CH2:29][N:28]4[CH3:43])[CH:21]=3)[CH:16]=2)=[N:40][N:39]=1. (2) Given the reactants C(Cl)Cl.[CH:4]1([NH2:8])[CH2:7][CH2:6][CH2:5]1.[Br:9][C:10]1[CH:15]=[CH:14][C:13]([S:16](Cl)(=[O:18])=[O:17])=[CH:12][CH:11]=1, predict the reaction product. The product is: [Br:9][C:10]1[CH:15]=[CH:14][C:13]([S:16]([NH:8][CH:4]2[CH2:7][CH2:6][CH2:5]2)(=[O:18])=[O:17])=[CH:12][CH:11]=1.